From a dataset of Catalyst prediction with 721,799 reactions and 888 catalyst types from USPTO. Predict which catalyst facilitates the given reaction. (1) Reactant: [C:1]([C:4]1[CH:14]=[C:13]([O:15][CH3:16])[CH:12]=[CH:11][C:5]=1[O:6][CH2:7]C(O)=O)(=O)[CH3:2].C(OC(=O)C)(=O)C.C(O)(=O)C. Product: [CH3:16][O:15][C:13]1[CH:12]=[CH:11][C:5]2[O:6][CH:7]=[C:1]([CH3:2])[C:4]=2[CH:14]=1. The catalyst class is: 6. (2) Reactant: N[C@@H]1C2C(=CC=CC=2)C[C@@H]1O.O1CCCC1.[F:17][C:18]1[CH:23]=[CH:22][C:21]([C:24]2[C:36]([CH:37]([F:48])[C:38]3[CH:43]=[CH:42][C:41]([C:44]([F:47])([F:46])[F:45])=[CH:40][CH:39]=3)=[C:35]([CH:49]([CH3:51])[CH3:50])[CH:34]=[C:33]3[C:25]=2[C:26](=[O:52])[CH2:27][C:28]2([O:32]3)[CH2:31][CH2:30][CH2:29]2)=[CH:20][CH:19]=1. Product: [F:17][C:18]1[CH:19]=[CH:20][C:21]([C:24]2[C:36]([C@H:37]([F:48])[C:38]3[CH:43]=[CH:42][C:41]([C:44]([F:46])([F:47])[F:45])=[CH:40][CH:39]=3)=[C:35]([CH:49]([CH3:50])[CH3:51])[CH:34]=[C:33]3[C:25]=2[C@@H:26]([OH:52])[CH2:27][C:28]2([O:32]3)[CH2:31][CH2:30][CH2:29]2)=[CH:22][CH:23]=1. The catalyst class is: 5. (3) Reactant: [H-].[Na+].[CH3:3][CH2:4][O:5][C:6]([CH:8](P(OCC)(OCC)=O)[CH3:9])=[O:7].[C:18]([O:22][C:23]([N:25]1[CH2:30][CH2:29][C:28](=O)[C:27](C)([CH3:32])[CH2:26]1)=[O:24])([CH3:21])([CH3:20])[CH3:19]. Product: [CH2:4]([O:5][C:6](/[CH:8]=[C:9]1/[C:27]([CH3:28])([CH3:32])[CH2:26][N:25]([C:23]([O:22][C:18]([CH3:19])([CH3:21])[CH3:20])=[O:24])[CH2:30][CH2:29]/1)=[O:7])[CH3:3]. The catalyst class is: 1. (4) Reactant: [Cl:1][C:2]1[CH:7]=[CH:6][C:5]([S:8]([CH:11]([C:17]2[CH:22]=[C:21]([F:23])[CH:20]=[CH:19][C:18]=2[F:24])[CH:12]([CH3:16])[CH2:13][CH:14]=O)(=[O:10])=[O:9])=[CH:4][CH:3]=1.[CH3:25][NH2:26].C(O)(=O)C.C(O[BH-](OC(=O)C)OC(=O)C)(=O)C.[Na+]. Product: [CH3:25][NH:26][CH2:14][CH2:13][CH:12]([CH3:16])[CH:11]([S:8]([C:5]1[CH:6]=[CH:7][C:2]([Cl:1])=[CH:3][CH:4]=1)(=[O:10])=[O:9])[C:17]1[CH:22]=[C:21]([F:23])[CH:20]=[CH:19][C:18]=1[F:24]. The catalyst class is: 4. (5) Reactant: [CH:1]([C:3]1[CH:8]=[CH:7][C:6]([C@H:9]2[O:14][CH2:13][CH2:12][N:11]([C:15]([O:17][C:18]([CH3:21])([CH3:20])[CH3:19])=[O:16])[CH2:10]2)=[CH:5][CH:4]=1)=O.Cl.[NH2:23][OH:24]. Product: [OH:24]/[N:23]=[CH:1]/[C:3]1[CH:8]=[CH:7][C:6]([C@H:9]2[O:14][CH2:13][CH2:12][N:11]([C:15]([O:17][C:18]([CH3:21])([CH3:20])[CH3:19])=[O:16])[CH2:10]2)=[CH:5][CH:4]=1. The catalyst class is: 8. (6) Reactant: [Al+3].[Cl-].[Cl-].[Cl-].C[N:6]([C:8](F)(F)[CH:9]([F:11])[F:10])C.[F:14][CH:15]([F:33])[C:16](=[N:18]N=C(C1C=CC=CC=1)C1C=CC=CC=1)[CH3:17].C(C1C=CC=CC=1)(=O)C1C=CC=CC=1. The catalyst class is: 47. Product: [F:10][CH:9]([F:11])[C:8]1[CH:17]=[C:16]([CH:15]([F:33])[F:14])[NH:18][N:6]=1. (7) Reactant: [CH2:1]([O:8][C:9](=[O:26])[C:10]1[CH:15]=[C:14]([O:16][CH2:17][C:18]2[CH:23]=[CH:22][CH:21]=[CH:20][CH:19]=2)[CH:13]=[C:12]([NH2:24])[C:11]=1[NH2:25])[C:2]1[CH:7]=[CH:6][CH:5]=[CH:4][CH:3]=1.COC(C1C2N=C(N)[NH:36][C:35]=2C=CC=1)=O.BrC#N. Product: [CH2:1]([O:8][C:9]([C:10]1[C:11]2[N:25]=[C:35]([NH2:36])[NH:24][C:12]=2[CH:13]=[C:14]([O:16][CH2:17][C:18]2[CH:23]=[CH:22][CH:21]=[CH:20][CH:19]=2)[CH:15]=1)=[O:26])[C:2]1[CH:3]=[CH:4][CH:5]=[CH:6][CH:7]=1. The catalyst class is: 5.